Dataset: CYP1A2 inhibition data for predicting drug metabolism from PubChem BioAssay. Task: Regression/Classification. Given a drug SMILES string, predict its absorption, distribution, metabolism, or excretion properties. Task type varies by dataset: regression for continuous measurements (e.g., permeability, clearance, half-life) or binary classification for categorical outcomes (e.g., BBB penetration, CYP inhibition). Dataset: cyp1a2_veith. (1) The compound is O=C(NC1CCCC1)C(c1ccc(F)cc1)N(Cc1ccc(F)cc1)C(=O)c1ccn[nH]1. The result is 0 (non-inhibitor). (2) The molecule is Cl[Pt]Cl.N.N. The result is 1 (inhibitor). (3) The drug is COc1ccccc1-c1ccc2ncnc(Nc3ccccc3)c2c1. The result is 1 (inhibitor). (4) The compound is CC(C)N(CC(=O)O)CC(=O)O. The result is 0 (non-inhibitor). (5) The result is 0 (non-inhibitor). The molecule is CC1=CC(C)(C)NC(=S)N1c1cccc(C)c1. (6) The drug is COc1ccc([N+](=O)[O-])cc1NCc1ccccc1C. The result is 1 (inhibitor). (7) The drug is CN(C)c1ncc2nc(-c3ccccc3)c(=O)n(CCC#N)c2n1. The result is 1 (inhibitor). (8) The drug is COc1ccccc1CNCc1cccs1.Cl. The result is 1 (inhibitor).